This data is from Full USPTO retrosynthesis dataset with 1.9M reactions from patents (1976-2016). The task is: Predict the reactants needed to synthesize the given product. (1) Given the product [Cl:18][C:15]1[N:14]([CH2:19][C:20]2[CH:25]=[CH:24][C:23]([F:26])=[C:22]([F:27])[CH:21]=2)[C:9]2=[C:10]([C:12]#[N:13])[N:11]=[C:6]([C:4]([NH:29][CH2:30][C:31]([OH:33])=[O:32])=[O:5])[C:7]([OH:28])=[C:8]2[C:16]=1[Cl:17], predict the reactants needed to synthesize it. The reactants are: C(O[C:4]([C:6]1[C:7]([OH:28])=[C:8]2[C:16]([Cl:17])=[C:15]([Cl:18])[N:14]([CH2:19][C:20]3[CH:25]=[CH:24][C:23]([F:26])=[C:22]([F:27])[CH:21]=3)[C:9]2=[C:10]([C:12]#[N:13])[N:11]=1)=[O:5])C.[NH2:29][CH2:30][C:31]([OH:33])=[O:32].C[O-].[Na+].CO. (2) Given the product [CH3:23][CH:22]([NH:24][C:25]([C:27]1[S:28][C:29]([C:32]([NH:34][N:35]=[C:18]([C:3]2[C:2]([OH:1])=[C:6]([C:7]3[CH:12]=[CH:11][C:10]([C:13]([F:16])([F:15])[F:14])=[CH:9][CH:8]=3)[N:5]([CH3:17])[N:4]=2)[CH3:19])=[O:33])=[CH:30][CH:31]=1)=[O:26])[CH3:21], predict the reactants needed to synthesize it. The reactants are: [OH:1][C:2]1[C:3]([C:18](=O)[CH3:19])=[N:4][N:5]([CH3:17])[C:6]=1[C:7]1[CH:12]=[CH:11][C:10]([C:13]([F:16])([F:15])[F:14])=[CH:9][CH:8]=1.[CH3:21][CH:22]([NH:24][C:25]([C:27]1[S:28][C:29]([C:32]([NH:34][NH2:35])=[O:33])=[CH:30][CH:31]=1)=[O:26])[CH3:23].C1(C)C=CC(S(O)(=O)=O)=CC=1. (3) Given the product [N:31]1([CH2:30][CH2:29][N:3]2[N:2]=[N:1][C:5]([C:6]3[CH:7]=[C:8]([C:12]4[N:17]5[N:18]=[CH:19][C:20]([C:21]([C:23]6[S:24][CH:25]=[CH:26][CH:27]=6)=[O:22])=[C:16]5[N:15]=[CH:14][CH:13]=4)[CH:9]=[CH:10][CH:11]=3)=[N:4]2)[CH2:35][CH2:34][CH2:33][CH2:32]1, predict the reactants needed to synthesize it. The reactants are: [NH:1]1[C:5]([C:6]2[CH:7]=[C:8]([C:12]3[N:17]4[N:18]=[CH:19][C:20]([C:21]([C:23]5[S:24][CH:25]=[CH:26][CH:27]=5)=[O:22])=[C:16]4[N:15]=[CH:14][CH:13]=3)[CH:9]=[CH:10][CH:11]=2)=[N:4][N:3]=[N:2]1.Cl[CH2:29][CH2:30][N:31]1[CH2:35][CH2:34][CH2:33][CH2:32]1. (4) Given the product [CH2:29]([O:28][CH:25]1[CH2:26][CH2:27][CH:22]([C:12]2([CH:9]3[CH2:10][CH2:11][CH:6]([O:5][CH2:1][CH:2]4[O:4][CH2:3]4)[CH2:7][CH2:8]3)[CH:13]3[CH2:21][CH:17]4[CH2:16][CH:15]([CH2:20][CH:19]2[CH2:18]4)[CH2:14]3)[CH2:23][CH2:24]1)[CH:30]1[O:32][CH2:31]1, predict the reactants needed to synthesize it. The reactants are: [CH2:1]([O:5][C:6]1[CH:11]=[CH:10][C:9]([C:12]2([C:22]3[CH:27]=[CH:26][C:25]([O:28][CH2:29][CH:30]4[O:32][CH2:31]4)=[CH:24][CH:23]=3)[CH:19]3[CH2:20][CH:15]4[CH2:16][CH:17]([CH2:21][CH:13]2[CH2:14]4)[CH2:18]3)=[CH:8][CH:7]=1)[CH:2]1[O:4][CH2:3]1.[H][H]. (5) Given the product [CH2:21]([NH:20][CH2:19][CH2:18][N:9]1[CH:8]([CH2:1][C:2]2[CH:3]=[CH:4][CH:5]=[CH:6][CH:7]=2)[CH2:17][C:16]2[C:11](=[CH:12][CH:13]=[CH:14][CH:15]=2)[CH2:10]1)[C:22]1[CH:27]=[CH:26][CH:25]=[CH:24][CH:23]=1, predict the reactants needed to synthesize it. The reactants are: [CH2:1]([CH:8]1[CH2:17][C:16]2[C:11](=[CH:12][CH:13]=[CH:14][CH:15]=2)[CH2:10][N:9]1[CH2:18][CH2:19][NH2:20])[C:2]1[CH:7]=[CH:6][CH:5]=[CH:4][CH:3]=1.[CH:21](=O)[C:22]1[CH:27]=[CH:26][CH:25]=[CH:24][CH:23]=1.C(O[BH-](OC(=O)C)OC(=O)C)(=O)C.[Na+].C(=O)([O-])O.[Na+]. (6) Given the product [F:50][C:47]1[CH:48]=[CH:49][C:44]2[N:45]([CH:51]=[C:42]([C:40]([NH:39][C@H:36]3[CH2:37][CH2:38][C@@H:33]([N:23]4[C:24](=[O:32])[C:25]5[CH:30]=[C:29]([F:31])[CH:28]=[N:27][C:26]=5[N:21]([C:17]5[CH:16]=[C:15]([C:12]6[CH:11]=[CH:10][C:9]([CH2:8][CH2:7][CH2:6][NH:56][CH:53]([CH3:55])[CH3:54])=[CH:14][CH:13]=6)[CH:20]=[CH:19][CH:18]=5)[C:22]4=[O:52])[CH2:34][CH2:35]3)=[O:41])[N:43]=2)[CH:46]=1, predict the reactants needed to synthesize it. The reactants are: CS(O[CH2:6][CH2:7][CH2:8][C:9]1[CH:14]=[CH:13][C:12]([C:15]2[CH:20]=[CH:19][CH:18]=[C:17]([N:21]3[C:26]4[N:27]=[CH:28][C:29]([F:31])=[CH:30][C:25]=4[C:24](=[O:32])[N:23]([C@H:33]4[CH2:38][CH2:37][C@@H:36]([NH:39][C:40]([C:42]5[N:43]=[C:44]6[CH:49]=[CH:48][C:47]([F:50])=[CH:46][N:45]6[CH:51]=5)=[O:41])[CH2:35][CH2:34]4)[C:22]3=[O:52])[CH:16]=2)=[CH:11][CH:10]=1)(=O)=O.[CH:53]([NH2:56])([CH3:55])[CH3:54].C(=O)([O-])[O-].[K+].[K+].O. (7) Given the product [OH:13][B:8]1[C:7]2[CH:14]=[C:3]([CH2:2][NH:1][C:20](=[O:21])[O:19][C:16]([CH3:18])([CH3:17])[CH3:15])[CH:4]=[CH:5][C:6]=2[C:10]([CH3:12])([CH3:11])[O:9]1, predict the reactants needed to synthesize it. The reactants are: [NH2:1][CH2:2][C:3]1[CH:4]=[CH:5][C:6]2[C:10]([CH3:12])([CH3:11])[O:9][B:8]([OH:13])[C:7]=2[CH:14]=1.[CH3:15][C:16]([O:19][C:20](O[C:20]([O:19][C:16]([CH3:18])([CH3:17])[CH3:15])=[O:21])=[O:21])([CH3:18])[CH3:17].CCN(CC)CC.O. (8) Given the product [Br:1][C:2]1[CH:7]=[CH:6][CH:5]=[C:4]2[C:3]=1[O:8][CH2:14][C:13](=[O:16])[CH2:12]2, predict the reactants needed to synthesize it. The reactants are: [Br:1][C:2]1[CH:7]=[CH:6][CH:5]=[CH:4][C:3]=1[OH:8].[Mg+2].[Cl-].[Cl-].[C:12](#N)[CH:13]=[CH2:14].[OH-:16].[Na+].